The task is: Predict the reactants needed to synthesize the given product.. This data is from Full USPTO retrosynthesis dataset with 1.9M reactions from patents (1976-2016). (1) Given the product [Cl:14][C:12]1[CH:11]=[CH:10][C:8]2[CH:9]=[C:5]([CH2:4][NH2:1])[O:6][C:7]=2[CH:13]=1, predict the reactants needed to synthesize it. The reactants are: [N:1]([CH2:4][C:5]1[O:6][C:7]2[CH:13]=[C:12]([Cl:14])[CH:11]=[CH:10][C:8]=2[CH:9]=1)=[N+]=[N-].O.C1C=CC(P(C2C=CC=CC=2)C2C=CC=CC=2)=CC=1. (2) Given the product [CH2:14]([O:16][C:17]([C:19]1[C:20]([CH2:28][CH3:29])=[N:21][C:22]([NH:13][CH2:12][CH2:11][CH2:10][C:5]2[CH:4]=[CH:9][CH:8]=[C:7]([O:32][CH3:30])[CH:6]=2)=[N:23][C:24]=1[CH2:25][CH3:26])=[O:18])[CH3:15], predict the reactants needed to synthesize it. The reactants are: Cl.CO[C:4]1[CH:9]=[CH:8][CH:7]=[CH:6][C:5]=1[CH2:10][CH2:11][CH2:12][NH2:13].[CH2:14]([O:16][C:17]([C:19]1[C:20]([CH2:28][CH3:29])=[N:21][C:22](Cl)=[N:23][C:24]=1[CH2:25][CH3:26])=[O:18])[CH3:15].[C:30]([O-])(=[O:32])C.[K+].C(O)C. (3) Given the product [CH2:11]([O:6][C:5](=[O:7])[CH2:4][CH:3]([CH2:8][I:9])[CH2:2][I:1])[CH3:12], predict the reactants needed to synthesize it. The reactants are: [I:1][CH2:2][CH:3]([CH2:8][I:9])[CH2:4][C:5]([OH:7])=[O:6].Cl.[CH2:11](O)[CH3:12]. (4) Given the product [CH:1]1([C:4]2[C:6]([C:7]([O:9][CH3:10])=[O:8])=[CH:12][N:26]=[C:25]([N:20]3[CH2:19][CH:18]([CH3:17])[O:23][CH:22]([CH3:24])[CH2:21]3)[N:27]=2)[CH2:3][CH2:2]1, predict the reactants needed to synthesize it. The reactants are: [CH:1]1([C:4](/[C:6](=[CH:12]/N(C)C)/[C:7]([O:9][CH2:10]C)=[O:8])=O)[CH2:3][CH2:2]1.Br.[CH3:17][CH:18]1[O:23][CH:22]([CH3:24])[CH2:21][N:20]([C:25](=[NH:27])[NH2:26])[CH2:19]1.C[O-].[Na+]. (5) Given the product [F:16][C:13]1[CH:14]=[CH:15][C:10]([C:8]2[N:9]=[C:5]([CH:4]=[CH:3][CH2:2][N:17]3[C:21](=[O:22])[CH2:20][CH2:19][C:18]3=[O:23])[S:6][CH:7]=2)=[CH:11][CH:12]=1, predict the reactants needed to synthesize it. The reactants are: Cl[CH2:2][CH:3]=[CH:4][C:5]1[S:6][CH:7]=[C:8]([C:10]2[CH:15]=[CH:14][C:13]([F:16])=[CH:12][CH:11]=2)[N:9]=1.[NH:17]1[C:21](=[O:22])[CH2:20][CH2:19][C:18]1=[O:23]. (6) Given the product [NH2:24][C:22]1[N:23]=[C:9]([OH:10])[C:8]([CH2:1][C:2]2[CH:7]=[CH:6][CH:5]=[CH:4][CH:3]=2)=[C:14]([CH3:15])[N:21]=1, predict the reactants needed to synthesize it. The reactants are: [CH2:1]([CH:8]([C:14](=O)[CH3:15])[C:9](OCC)=[O:10])[C:2]1[CH:7]=[CH:6][CH:5]=[CH:4][CH:3]=1.C(=O)(O)O.[NH2:21][C:22]([NH2:24])=[NH:23]. (7) Given the product [CH:1]1[C:6]([CH2:7][C@H:8]([NH2:12])[C:9]([OH:11])=[O:10])=[CH:5][C:4]([OH:13])=[C:3]([OH:14])[CH:2]=1.[CH3:15][C@@:16]([NH:29][NH2:30])([C:26]([OH:28])=[O:27])[CH2:17][C:18]1[CH:19]=[CH:20][C:21]([OH:25])=[C:22]([OH:24])[CH:23]=1, predict the reactants needed to synthesize it. The reactants are: [CH:1]1[C:6]([CH2:7][C@H:8]([NH2:12])[C:9]([OH:11])=[O:10])=[CH:5][C:4]([OH:13])=[C:3]([OH:14])[CH:2]=1.[CH3:15][C@@:16]([NH:29][NH2:30])([C:26]([OH:28])=[O:27])[CH2:17][C:18]1[CH:19]=[CH:20][C:21]([OH:25])=[C:22]([OH:24])[CH:23]=1.